From a dataset of Catalyst prediction with 721,799 reactions and 888 catalyst types from USPTO. Predict which catalyst facilitates the given reaction. (1) Reactant: [Cl:1][C:2]1[C:7]2[NH:8][C:9]([C:11]3[CH2:15][C:14]4([CH2:20][CH2:19][CH2:18][CH2:17][CH2:16]4)[O:13][N:12]=3)=[N:10][C:6]=2[CH:5]=[C:4]([C:21]2[CH:26]=[CH:25][CH:24]=[CH:23][C:22]=2[O:27][C:28]([F:31])([F:30])[F:29])[CH:3]=1.[CH3:32][S:33]([OH:36])(=[O:35])=[O:34]. Product: [CH3:32][S:33]([OH:36])(=[O:35])=[O:34].[Cl:1][C:2]1[C:7]2[NH:8][C:9]([C:11]3[CH2:15][C:14]4([CH2:16][CH2:17][CH2:18][CH2:19][CH2:20]4)[O:13][N:12]=3)=[N:10][C:6]=2[CH:5]=[C:4]([C:21]2[CH:26]=[CH:25][CH:24]=[CH:23][C:22]=2[O:27][C:28]([F:29])([F:30])[F:31])[CH:3]=1. The catalyst class is: 25. (2) Reactant: C1COCC1.C([O:8][C:9](=[O:48])[CH2:10][CH2:11][N:12]([C:41]([O:43][C:44]([CH3:47])([CH3:46])[CH3:45])=[O:42])[CH2:13][C:14]([N:16]1[C:24]2[C:19](=[CH:20][C:21]([O:25][CH2:26][C:27]3[CH:32]=[CH:31][C:30]([CH:33]([CH3:35])[CH3:34])=[C:29]([O:36][C:37]([F:40])([F:39])[F:38])[CH:28]=3)=[CH:22][CH:23]=2)[CH2:18][CH2:17]1)=[O:15])C.[OH-].[Na+].Cl. Product: [C:44]([O:43][C:41]([N:12]([CH2:11][CH2:10][C:9]([OH:48])=[O:8])[CH2:13][C:14]([N:16]1[C:24]2[C:19](=[CH:20][C:21]([O:25][CH2:26][C:27]3[CH:32]=[CH:31][C:30]([CH:33]([CH3:35])[CH3:34])=[C:29]([O:36][C:37]([F:40])([F:38])[F:39])[CH:28]=3)=[CH:22][CH:23]=2)[CH2:18][CH2:17]1)=[O:15])=[O:42])([CH3:45])([CH3:47])[CH3:46]. The catalyst class is: 5. (3) Reactant: [Si:1]([N:8]1[C:16]2[C:11](=[CH:12][CH:13]=[C:14]([C:17]([C:19]3[CH:20]=[CH:21][C:22]([Cl:36])=[C:23]([S:25]([NH:28][Si:29]([C:32]([CH3:35])([CH3:34])[CH3:33])([CH3:31])[CH3:30])(=[O:27])=[O:26])[CH:24]=3)=[O:18])[CH:15]=2)[CH:10]=[CH:9]1)([C:4]([CH3:7])([CH3:6])[CH3:5])([CH3:3])[CH3:2].[Br:37]N1C(=O)CCC1=O. Product: [Br:37][C:10]1[C:11]2[C:16](=[CH:15][C:14]([C:17]([C:19]3[CH:20]=[CH:21][C:22]([Cl:36])=[C:23]([S:25]([NH:28][Si:29]([C:32]([CH3:35])([CH3:34])[CH3:33])([CH3:30])[CH3:31])(=[O:27])=[O:26])[CH:24]=3)=[O:18])=[CH:13][CH:12]=2)[N:8]([Si:1]([C:4]([CH3:7])([CH3:5])[CH3:6])([CH3:3])[CH3:2])[CH:9]=1. The catalyst class is: 305. (4) Reactant: [CH2:1]([C:3]1[NH:4][C:5](=[O:27])[C:6]([CH2:12][C:13]2[CH:18]=[CH:17][C:16]([C:19]3[C:20]([C:25]#[N:26])=[CH:21][CH:22]=[CH:23][CH:24]=3)=[CH:15][CH:14]=2)=[C:7]([CH2:9][CH2:10][CH3:11])[N:8]=1)[CH3:2].[CH:28]([O:31][C:32]1[N:37]=[CH:36][C:35](B(O)O)=[CH:34][CH:33]=1)([CH3:30])[CH3:29].C(N(CC)CC)C.N1C=CC=CC=1. Product: [CH2:1]([C:3]1[N:4]([C:35]2[CH:36]=[N:37][C:32]([O:31][CH:28]([CH3:30])[CH3:29])=[CH:33][CH:34]=2)[C:5](=[O:27])[C:6]([CH2:12][C:13]2[CH:18]=[CH:17][C:16]([C:19]3[C:20]([C:25]#[N:26])=[CH:21][CH:22]=[CH:23][CH:24]=3)=[CH:15][CH:14]=2)=[C:7]([CH2:9][CH2:10][CH3:11])[N:8]=1)[CH3:2]. The catalyst class is: 560. (5) The catalyst class is: 5. Reactant: C[O:2][C:3]([C:5]1[CH2:9][CH:8]([C:10]2[S:11][C:12]([Br:15])=[CH:13][CH:14]=2)[N:7]([C:16]2[CH:21]=[CH:20][C:19]([F:22])=[CH:18][C:17]=2[F:23])[N:6]=1)=O.[BH4-].[Na+]. Product: [Br:15][C:12]1[S:11][C:10]([CH:8]2[N:7]([C:16]3[CH:21]=[CH:20][C:19]([F:22])=[CH:18][C:17]=3[F:23])[N:6]=[C:5]([CH2:3][OH:2])[CH2:9]2)=[CH:14][CH:13]=1. (6) Reactant: [CH2:1]([N:3]1[C:12]2[C:7](=[CH:8][C:9]([N+:13]([O-:15])=[O:14])=[CH:10][CH:11]=2)[C:6](=[O:16])[NH:5][C:4]1=[O:17])[CH3:2].[H-].[Na+].[C:20](#[N:23])[CH:21]=[CH2:22].O. Product: [CH2:1]([N:3]1[C:12]2[C:7](=[CH:8][C:9]([N+:13]([O-:15])=[O:14])=[CH:10][CH:11]=2)[C:6](=[O:16])[N:5]([CH2:22][CH2:21][C:20]#[N:23])[C:4]1=[O:17])[CH3:2]. The catalyst class is: 3. (7) Reactant: N(OC(C)(C)C)=O.[N+:8]1([O-:22])[C:13]2[CH:14]=[C:15]3[C:19](=[CH:20][C:12]=2[N:11]=[C:10](N)[N:9]=1)[CH2:18][CH2:17][CH2:16]3. Product: [N+:8]1([O-:22])[C:13]2[CH:14]=[C:15]3[C:19](=[CH:20][C:12]=2[N:11]=[CH:10][N:9]=1)[CH2:18][CH2:17][CH2:16]3. The catalyst class is: 3.